From a dataset of Forward reaction prediction with 1.9M reactions from USPTO patents (1976-2016). Predict the product of the given reaction. (1) Given the reactants [CH:1]([C:4]1[C:5]([O:33][CH2:34][O:35][CH3:36])=[CH:6][C:7]([O:29][CH2:30][O:31][CH3:32])=[C:8]([C:10]2[N:11]([C:16]3[CH:21]=[CH:20][C:19]([CH2:22][N:23]4[CH2:28][CH2:27][O:26][CH2:25][CH2:24]4)=[CH:18][CH:17]=3)[C:12](=[S:15])[NH:13][N:14]=2)[CH:9]=1)([CH3:3])[CH3:2].[C:37](=O)([O-])[O-].[K+].[K+].CI, predict the reaction product. The product is: [CH:1]([C:4]1[C:5]([O:33][CH2:34][O:35][CH3:36])=[CH:6][C:7]([O:29][CH2:30][O:31][CH3:32])=[C:8]([C:10]2[N:11]([C:16]3[CH:17]=[CH:18][C:19]([CH2:22][N:23]4[CH2:28][CH2:27][O:26][CH2:25][CH2:24]4)=[CH:20][CH:21]=3)[C:12]([S:15][CH3:37])=[N:13][N:14]=2)[CH:9]=1)([CH3:3])[CH3:2]. (2) Given the reactants FC(F)(F)S(O[C:7]1[CH:12]=[CH:11][C:10]([C:13]#[N:14])=[C:9]([F:15])[C:8]=1[F:16])(=O)=O.[C:19]([NH:26][C:27]1[CH:32]=[CH:31][C:30](B(O)O)=[CH:29][C:28]=1[F:36])([O:21][C:22]([CH3:25])([CH3:24])[CH3:23])=[O:20].C(=O)([O-])[O-].[Na+].[Na+].O, predict the reaction product. The product is: [C:22]([O:21][C:19](=[O:20])[NH:26][C:27]1[CH:32]=[CH:31][C:30]([C:7]2[CH:12]=[CH:11][C:10]([C:13]#[N:14])=[C:9]([F:15])[C:8]=2[F:16])=[CH:29][C:28]=1[F:36])([CH3:25])([CH3:23])[CH3:24]. (3) Given the reactants [CH2:1]([NH2:8])C1C=CC=CC=1.CN.[C:11]([C:14]1[S:18][C:17]([N:19]2[CH2:23][CH2:22][N:21]([CH2:24][C:25]3[CH:33]=[CH:32][C:28]([C:29]([OH:31])=O)=[CH:27][CH:26]=3)[C:20]2=[O:34])=[N:16][C:15]=1[CH3:35])(=[O:13])[CH3:12], predict the reaction product. The product is: [C:11]([C:14]1[S:18][C:17]([N:19]2[CH2:23][CH2:22][N:21]([CH2:24][C:25]3[CH:26]=[CH:27][C:28]([C:29]([NH:8][CH3:1])=[O:31])=[CH:32][CH:33]=3)[C:20]2=[O:34])=[N:16][C:15]=1[CH3:35])(=[O:13])[CH3:12]. (4) Given the reactants [OH-:1].[Na+].[CH3:3][C:4]([NH:6][CH:7]1[C:11](=[O:12])[S:10][CH2:9][CH2:8]1)=[O:5], predict the reaction product. The product is: [C:4]([NH:6][C@H:7]([C:11]([OH:12])=[O:1])[CH2:8][CH2:9][SH:10])(=[O:5])[CH3:3]. (5) Given the reactants [C:1]([O:5][CH:6]([C:10]1[N:15]([CH3:16])[C:14](=[O:17])[C:13]2[NH:18][CH:19]=[CH:20][C:12]=2[C:11]=1[C:21]1[C:22]([CH3:31])=[C:23]2[C:28](=[CH:29][CH:30]=1)[O:27][CH2:26][CH2:25][CH2:24]2)[C:7]([OH:9])=[O:8])([CH3:4])([CH3:3])[CH3:2].[F:32][C:33]1[CH:40]=[CH:39][C:38]([F:41])=[CH:37][C:34]=1[CH2:35]Br, predict the reaction product. The product is: [C:1]([O:5][CH:6]([C:10]1[N:15]([CH3:16])[C:14](=[O:17])[C:13]2[N:18]([CH2:35][C:34]3[CH:37]=[C:38]([F:41])[CH:39]=[CH:40][C:33]=3[F:32])[CH:19]=[CH:20][C:12]=2[C:11]=1[C:21]1[C:22]([CH3:31])=[C:23]2[C:28](=[CH:29][CH:30]=1)[O:27][CH2:26][CH2:25][CH2:24]2)[C:7]([OH:9])=[O:8])([CH3:4])([CH3:3])[CH3:2]. (6) Given the reactants [C:1]1(=[O:6])[CH2:5][CH2:4][CH2:3][CH2:2]1.C([O-])([O-])=O.[Na+].[Na+].[F:13][C:14]([F:27])([F:26])[S:15](O[S:15]([C:14]([F:27])([F:26])[F:13])(=[O:17])=[O:16])(=[O:17])=[O:16], predict the reaction product. The product is: [F:13][C:14]([F:27])([F:26])[S:15]([O:6][C:1]1[CH2:5][CH2:4][CH2:3][CH:2]=1)(=[O:17])=[O:16]. (7) The product is: [F:30][C:13]1[CH:14]=[C:15]([NH:18][C:19]([C:21]2[NH:22][C:23]3[C:28]([CH:29]=2)=[CH:27][CH:26]=[CH:25][CH:24]=3)=[O:20])[CH:16]=[CH:17][C:12]=1[CH2:11][N:8]1[C:9]([CH3:10])=[C:5]([CH2:4][C:3]([OH:32])=[O:2])[C:6]([CH3:31])=[N:7]1. Given the reactants C[O:2][C:3](=[O:32])[CH2:4][C:5]1[C:6]([CH3:31])=[N:7][N:8]([CH2:11][C:12]2[CH:17]=[CH:16][C:15]([NH:18][C:19]([C:21]3[NH:22][C:23]4[C:28]([CH:29]=3)=[CH:27][CH:26]=[CH:25][CH:24]=4)=[O:20])=[CH:14][C:13]=2[F:30])[C:9]=1[CH3:10].[OH-].[Na+], predict the reaction product. (8) Given the reactants [NH2:1][C:2]1[C:7]([CH:8]=O)=[CH:6][CH:5]=[C:4]([Cl:10])[N:3]=1.[C:11]([O:15]C(=O)NC1C(C=O)=CC=C(Cl)N=1)(C)(C)C.N1C=CC=CC=1.C[CH:35]([C:39](Cl)=[O:40])[C:36](Cl)=[O:37], predict the reaction product. The product is: [CH3:11][O:15][C:39]([C:35]1[C:36](=[O:37])[NH:1][C:2]2[C:7]([CH:8]=1)=[CH:6][CH:5]=[C:4]([Cl:10])[N:3]=2)=[O:40]. (9) Given the reactants [H-].[Na+].[CH:3](OCC)=O.C(O[C:11](=[O:22])[CH2:12][O:13][C:14]1[CH:19]=[CH:18][C:17]([F:20])=[CH:16][C:15]=1[F:21])C.[CH3:23][S:24]([CH2:27][C:28](=[NH:30])[NH2:29])(=[O:26])=[O:25], predict the reaction product. The product is: [F:21][C:15]1[CH:16]=[C:17]([F:20])[CH:18]=[CH:19][C:14]=1[O:13][C:12]1[C:11]([OH:22])=[N:30][C:28]([CH2:27][S:24]([CH3:23])(=[O:26])=[O:25])=[N:29][CH:3]=1. (10) The product is: [C:1]([C:3]1[C:16]2[C:7](=[C:8]3[CH2:19][CH2:18][CH2:17][N:10]4[CH2:11][CH2:12][CH2:13][C:14]([CH:15]=2)=[C:9]34)[O:6][C:5](=[O:20])[CH:4]=1)(=[O:21])[CH3:2]. Given the reactants [C:1]([C:3]1[C:16]2[C:7](=[C:8]3[CH2:19][CH2:18][CH2:17][N:10]4[CH2:11][CH2:12][CH2:13][C:14]([CH:15]=2)=[C:9]34)[O:6][C:5](=[O:20])[CH:4]=1)#[CH:2].[OH:21]S(O)(=O)=O.C([O-])(O)=O.[Na+], predict the reaction product.